Dataset: Catalyst prediction with 721,799 reactions and 888 catalyst types from USPTO. Task: Predict which catalyst facilitates the given reaction. Reactant: O=C1CCC(=O)N1O[C:9]([C:11]1[CH:19]=[C:18]2[C:14]([CH:15]=[N:16][N:17]2[CH2:20][CH:21]([CH3:23])[CH3:22])=[CH:13][C:12]=1[O:24][C:25]1[CH:30]=[CH:29][C:28]([F:31])=[CH:27][C:26]=1[F:32])=[O:10].Cl.Cl.[CH3:35][O:36][C:37](=[O:45])[CH:38]([NH2:44])[CH2:39][CH2:40][N:41]([CH3:43])[CH3:42].C(N(CC)CC)C. Product: [CH3:35][O:36][C:37](=[O:45])[C@@H:38]([NH:44][C:9]([C:11]1[CH:19]=[C:18]2[C:14]([CH:15]=[N:16][N:17]2[CH2:20][CH:21]([CH3:23])[CH3:22])=[CH:13][C:12]=1[O:24][C:25]1[CH:30]=[CH:29][C:28]([F:31])=[CH:27][C:26]=1[F:32])=[O:10])[CH2:39][CH2:40][N:41]([CH3:43])[CH3:42]. The catalyst class is: 4.